This data is from Forward reaction prediction with 1.9M reactions from USPTO patents (1976-2016). The task is: Predict the product of the given reaction. (1) Given the reactants [CH:1]1([NH:4][S:5]([C:8]2[CH:13]=[CH:12][C:11]([C:14]3[C:26](=[O:27])[N:25]([CH2:28][CH3:29])[C:17]4[N:18]=[C:19](S(C)=O)[N:20]=[CH:21][C:16]=4[CH:15]=3)=[C:10]([CH3:30])[CH:9]=2)(=[O:7])=[O:6])[CH2:3][CH2:2]1.[CH3:31][N:32]1[CH2:37][CH2:36][CH:35]([CH2:38][CH2:39][NH2:40])[CH2:34][CH2:33]1.CCN(C(C)C)C(C)C, predict the reaction product. The product is: [CH:1]1([NH:4][S:5]([C:8]2[CH:13]=[CH:12][C:11]([C:14]3[C:26](=[O:27])[N:25]([CH2:28][CH3:29])[C:17]4[N:18]=[C:19]([NH:40][CH2:39][CH2:38][CH:35]5[CH2:36][CH2:37][N:32]([CH3:31])[CH2:33][CH2:34]5)[N:20]=[CH:21][C:16]=4[CH:15]=3)=[C:10]([CH3:30])[CH:9]=2)(=[O:6])=[O:7])[CH2:3][CH2:2]1. (2) Given the reactants [CH:1]([C@@H:3]1[CH:20]2[C@:15]([CH3:22])([CH2:16][CH2:17][C:18](=[O:21])[CH2:19]2)[C@@H:14]2[C@H:5]([C@H:6]3[C@@:10]([CH2:12][CH2:13]2)([CH3:11])[C:9](=[O:23])[CH2:8][CH2:7]3)[CH2:4]1)=[O:2].[O-:24][Mn](=O)(=O)=O.[K+], predict the reaction product. The product is: [C:1]([C@@H:3]1[CH:20]2[C@:15]([CH3:22])([CH2:16][CH2:17][C:18](=[O:21])[CH2:19]2)[C@@H:14]2[C@H:5]([C@H:6]3[C@@:10]([CH2:12][CH2:13]2)([CH3:11])[C:9](=[O:23])[CH2:8][CH2:7]3)[CH2:4]1)([OH:24])=[O:2].